Dataset: Experimentally validated miRNA-target interactions with 360,000+ pairs, plus equal number of negative samples. Task: Binary Classification. Given a miRNA mature sequence and a target amino acid sequence, predict their likelihood of interaction. (1) The miRNA is hsa-miR-515-5p with sequence UUCUCCAAAAGAAAGCACUUUCUG. The protein sequence of the target gene is MDLQQSTTITSLEKWCLDESLSGCRRHYSVKKKLKLIRVLGLFMGLVAISTVSFSISAFSETDTQSTGEASVVSGPRVAQGYHQRTLLDLNDKILDYTPQPPLSKEGESENSTDHAQGDYPKDIFSLEERRKGAIILHVIGMIYMFIALAIVCDEFFVPSLTVITEKLGISDDVAGATFMAAGGSAPELFTSLIGVFIAHSNVGIGTIVGSAVFNILFVIGMCALFSREILNLTWWPLFRDVSFYIVDLIMLIIFFLDNVIMWWESLLLLTAYFCYVVFMKFNVQVEKWVKQMINRNKVV.... Result: 1 (interaction). (2) The miRNA is mmu-miR-378a-5p with sequence CUCCUGACUCCAGGUCCUGUGU. The protein sequence of the target gene is MGDEDWEAEILKPHVSSYVPVFEKDKYSSGANGDTFNRTSASSDIGESSKKENTSTTGGFGRGKGFGNRGFLNNKFEEGDSSGFWKESNNDCEDNQTRSRGFSKRGGCQDGNDSEASGPFRRGGRGSFRGCRGGFGLGRPNSESDQDQGTQRGGGLFGSRKPAASDSGNGDTYQSRSGSGRGGYKGLNEEVVTGSGKNSWKSETEGGESSDSQGPKVTYIPPPPPEDEDSIFAHYQTGINFDKYDTILVEVSGHDAPPAILTFEEANLCQTLNNNIAKAGYTKLTPVQKYSIPIVLAGRD.... Result: 0 (no interaction). (3) The miRNA is hsa-miR-8058 with sequence CUGGACUUUGAUCUUGCCAUAA. The protein sequence of the target gene is METELSSQDRKDLDKFIKFFALKTVQVIVQARLGEKICTRSSSSPTGSDWFNLAIKDIPEVTHEAKKALSGQLPAVGRSMCVEISLKTSEGDSMELEIWCLEMNEKCDKEIKVSYTVYNRLSLLLKSLLAITRVTPAYRLSRKQGHEYVILYRIYFGEVQLNGLGEGFQTVRVGTVGTPVGTLTLSCAYRINLAFMSTRQFERTPPIMGIIIDHFVDRPYPSSSPMHPCNYRTAEDAGVAYPSVEDSQEVCTTSFSTSPPSQLSSSRLSYQPAVLGLGSADLAYPVVFTAGLNTTHAHQL.... Result: 0 (no interaction). (4) The miRNA is hsa-miR-518c-5p with sequence UCUCUGGAGGGAAGCACUUUCUG. The protein sequence of the target gene is MAAAATAAEGVPSRGPPGEVIHLNVGGKRFSTSRQTLTWIPDSFFSSLLSGRISTLKDETGAIFIDRDPTVFAPILNFLRTKELDPRGVHGSSLLHEAQFYGLTPLVRRLQLREELDRSSCGNVLFNGYLPPPVFPVKRRNRHSLVGPQQLGGRPAPVRRSNTMPPNLGNAGLLGRMLDEKTPPSPSGQPEEPGMVRLVCGHHNWIAVAYTQFLVCYRLKEASGWQLVFSSPRLDWPIERLALTARVHGGALGEHDKMVAAATGSEILLWALQAEGGGSEIGVFHLGVPVEALFFVGNQL.... Result: 0 (no interaction). (5) The miRNA is hsa-miR-1273h-5p with sequence CUGGGAGGUCAAGGCUGCAGU. The protein sequence of the target gene is MPKPPDYSELSDSLTLAVGTGRFSGPLHRAWRMMNFRQRMGWIGVGLYLLASAAAFYYVFEISETYNRLALEHIQQHPEEPLEGTTWTHSLKAQLLSLPFWVWTVIFLVPYLQMFLFLYSCTRADPKTVGYCIIPICLAVICNRHQAFVKASNQISRLQLIDT. Result: 1 (interaction). (6) The miRNA is hsa-miR-6875-3p with sequence AUUCUUCCUGCCCUGGCUCCAU. The protein sequence of the target gene is MAEDLGLSFGETASVEMLPEHGSCRPKARSSSARWALTCCLVLLPFLAGLTTYLLVSQLRAQGEACVQFQALKGQEFAPSHQQVYAPLRADGDKPRAHLTVVRQTPTQHFKNQFPALHWEHELGLAFTKNRMNYTNKFLLIPESGDYFIYSQVTFRGMTSECSEIRQAGRPNKPDSITVVITKVTDSYPEPTQLLMGTKSVCEVGSNWFQPIYLGAMFSLQEGDKLMVNVSDISLVDYTKEDKTFFGAFLL. Result: 1 (interaction).